Regression. Given a peptide amino acid sequence and an MHC pseudo amino acid sequence, predict their binding affinity value. This is MHC class II binding data. From a dataset of Peptide-MHC class II binding affinity with 134,281 pairs from IEDB. (1) The peptide sequence is QRKVFRELVRNCDLP. The MHC is HLA-DQA10102-DQB10501 with pseudo-sequence HLA-DQA10102-DQB10501. The binding affinity (normalized) is 0.778. (2) The peptide sequence is VIAGALEVHAVKPVT. The MHC is HLA-DPA10201-DPB11401 with pseudo-sequence HLA-DPA10201-DPB11401. The binding affinity (normalized) is 0.665. (3) The binding affinity (normalized) is 0.525. The peptide sequence is WEPLTKKGNVWEVKS. The MHC is DRB1_0802 with pseudo-sequence DRB1_0802. (4) The peptide sequence is APEDKYEAFVLHFSE. The MHC is DRB5_0101 with pseudo-sequence DRB5_0101. The binding affinity (normalized) is 0.437. (5) The peptide sequence is SQDLELSWNLNGLQAD. The MHC is DRB1_0401 with pseudo-sequence DRB1_0401. The binding affinity (normalized) is 0.206. (6) The peptide sequence is KLNKFVSPKSVVGNF. The MHC is DRB4_0101 with pseudo-sequence DRB4_0103. The binding affinity (normalized) is 0.310.